Dataset: Full USPTO retrosynthesis dataset with 1.9M reactions from patents (1976-2016). Task: Predict the reactants needed to synthesize the given product. (1) The reactants are: Br[C:2]1[CH:7]=[CH:6][CH:5]=[CH:4][N:3]=1.[CH2:8]([N:12]1[N:16]=[C:15]2[CH:17]=[CH:18][C:19]([CH3:22])=[C:20]([CH3:21])[C:14]2=[N:13]1)[CH2:9][C:10]#[CH:11]. Given the product [CH3:21][C:20]1[C:14]2[C:15](=[N:16][N:12]([CH2:8][CH2:9][C:10]#[C:11][C:2]3[CH:7]=[CH:6][CH:5]=[CH:4][N:3]=3)[N:13]=2)[CH:17]=[CH:18][C:19]=1[CH3:22], predict the reactants needed to synthesize it. (2) Given the product [F:1][C:2]1[CH:3]=[C:4]2[C:9](=[CH:10][CH:11]=1)[N:8]=[C:7]([CH:12]([N:14]1[C:18]3=[N:19][CH:20]=[N:21][C:22]([NH2:23])=[C:17]3[C:16]([C:40]3[N:41]=[CH:42][S:43][CH:44]=3)=[N:15]1)[CH3:13])[C:6]([C:25]1[CH:26]=[N:27][CH:28]=[C:29]([F:31])[CH:30]=1)=[CH:5]2, predict the reactants needed to synthesize it. The reactants are: [F:1][C:2]1[CH:3]=[C:4]2[C:9](=[CH:10][CH:11]=1)[N:8]=[C:7]([CH:12]([N:14]1[C:18]3=[N:19][CH:20]=[N:21][C:22]([NH2:23])=[C:17]3[C:16](I)=[N:15]1)[CH3:13])[C:6]([C:25]1[CH:26]=[N:27][CH:28]=[C:29]([F:31])[CH:30]=1)=[CH:5]2.CC1(C)C(C)(C)OB([C:40]2[N:41]=[CH:42][S:43][CH:44]=2)O1.C(=O)([O-])[O-].[Na+].[Na+].